From a dataset of Catalyst prediction with 721,799 reactions and 888 catalyst types from USPTO. Predict which catalyst facilitates the given reaction. (1) Reactant: [C:1]1([C:7]2[N:12]=[C:11]3[CH2:13][CH2:14][CH2:15][NH:16][C:10]3=[N:9][C:8]=2[C:17]2[CH:22]=[CH:21][CH:20]=[CH:19][CH:18]=2)[CH:6]=[CH:5][CH:4]=[CH:3][CH:2]=1.[CH:23](=O)[CH2:24][CH2:25][CH:26]=[CH2:27].C(O[BH-](OC(=O)C)OC(=O)C)(=O)C.[Na+].O. Product: [CH2:27]([N:16]1[C:10]2[C:11](=[N:12][C:7]([C:1]3[CH:2]=[CH:3][CH:4]=[CH:5][CH:6]=3)=[C:8]([C:17]3[CH:18]=[CH:19][CH:20]=[CH:21][CH:22]=3)[N:9]=2)[CH2:13][CH2:14][CH2:15]1)[CH2:26][CH2:25][CH:24]=[CH2:23]. The catalyst class is: 26. (2) Reactant: [CH:1]([C@@H:4]1[C:9]([O:10][CH3:11])=[N:8][CH2:7][C:6]([O:12][CH3:13])=[N:5]1)([CH3:3])[CH3:2].[Cl:14][CH2:15][Si:16]([CH2:19]Cl)([CH3:18])[CH3:17].C([Li])CCC.[Cl-].[NH4+]. Product: [Cl:14][CH2:15][Si:16]([CH2:19][C@H:7]1[C:6]([O:12][CH3:13])=[N:5][C@H:4]([CH:1]([CH3:3])[CH3:2])[C:9]([O:10][CH3:11])=[N:8]1)([CH3:18])[CH3:17]. The catalyst class is: 1.